From a dataset of NCI-60 drug combinations with 297,098 pairs across 59 cell lines. Regression. Given two drug SMILES strings and cell line genomic features, predict the synergy score measuring deviation from expected non-interaction effect. (1) Drug 1: COC1=CC(=CC(=C1O)OC)C2C3C(COC3=O)C(C4=CC5=C(C=C24)OCO5)OC6C(C(C7C(O6)COC(O7)C8=CC=CS8)O)O. Drug 2: C1CC(=O)NC(=O)C1N2C(=O)C3=CC=CC=C3C2=O. Cell line: COLO 205. Synergy scores: CSS=49.5, Synergy_ZIP=7.70, Synergy_Bliss=5.78, Synergy_Loewe=-25.9, Synergy_HSA=6.40. (2) Drug 1: CC1C(C(CC(O1)OC2CC(OC(C2O)C)OC3=CC4=CC5=C(C(=O)C(C(C5)C(C(=O)C(C(C)O)O)OC)OC6CC(C(C(O6)C)O)OC7CC(C(C(O7)C)O)OC8CC(C(C(O8)C)O)(C)O)C(=C4C(=C3C)O)O)O)O. Drug 2: C1CCC(C(C1)N)N.C(=O)(C(=O)[O-])[O-].[Pt+4]. Cell line: K-562. Synergy scores: CSS=62.8, Synergy_ZIP=-0.784, Synergy_Bliss=0.0861, Synergy_Loewe=-9.74, Synergy_HSA=0.445. (3) Drug 1: CC12CCC3C(C1CCC2NC(=O)OCC(F)(F)F)CCC4C3(C=CC(=O)N4C)C. Drug 2: C1=CN(C(=O)N=C1N)C2C(C(C(O2)CO)O)(F)F. Cell line: NCIH23. Synergy scores: CSS=72.3, Synergy_ZIP=-2.10, Synergy_Bliss=-4.25, Synergy_Loewe=-6.09, Synergy_HSA=-3.74. (4) Cell line: UACC-257. Drug 2: COC1=NC(=NC2=C1N=CN2C3C(C(C(O3)CO)O)O)N. Drug 1: CN1CCC(CC1)COC2=C(C=C3C(=C2)N=CN=C3NC4=C(C=C(C=C4)Br)F)OC. Synergy scores: CSS=-1.28, Synergy_ZIP=-0.140, Synergy_Bliss=-0.617, Synergy_Loewe=-7.63, Synergy_HSA=-3.08. (5) Synergy scores: CSS=29.6, Synergy_ZIP=-1.61, Synergy_Bliss=-5.49, Synergy_Loewe=-25.9, Synergy_HSA=-6.39. Drug 2: CC(C)CN1C=NC2=C1C3=CC=CC=C3N=C2N. Drug 1: C1=CC(=C2C(=C1NCCNCCO)C(=O)C3=C(C=CC(=C3C2=O)O)O)NCCNCCO. Cell line: SW-620. (6) Drug 1: C1=CC(=CC=C1C#N)C(C2=CC=C(C=C2)C#N)N3C=NC=N3. Drug 2: CC12CCC3C(C1CCC2OP(=O)(O)O)CCC4=C3C=CC(=C4)OC(=O)N(CCCl)CCCl.[Na+]. Cell line: NCI-H522. Synergy scores: CSS=16.7, Synergy_ZIP=-1.42, Synergy_Bliss=1.44, Synergy_Loewe=-1.69, Synergy_HSA=-1.14. (7) Drug 1: C1=C(C(=O)NC(=O)N1)F. Drug 2: C1CN(CCN1C(=O)CCBr)C(=O)CCBr. Cell line: BT-549. Synergy scores: CSS=19.4, Synergy_ZIP=0.0503, Synergy_Bliss=4.19, Synergy_Loewe=-0.339, Synergy_HSA=4.02. (8) Drug 1: CC1OCC2C(O1)C(C(C(O2)OC3C4COC(=O)C4C(C5=CC6=C(C=C35)OCO6)C7=CC(=C(C(=C7)OC)O)OC)O)O. Synergy scores: CSS=64.3, Synergy_ZIP=-16.6, Synergy_Bliss=-27.6, Synergy_Loewe=-19.3, Synergy_HSA=-18.3. Cell line: RPMI-8226. Drug 2: C1=C(C(=O)NC(=O)N1)F. (9) Drug 2: CC1=C(N=C(N=C1N)C(CC(=O)N)NCC(C(=O)N)N)C(=O)NC(C(C2=CN=CN2)OC3C(C(C(C(O3)CO)O)O)OC4C(C(C(C(O4)CO)O)OC(=O)N)O)C(=O)NC(C)C(C(C)C(=O)NC(C(C)O)C(=O)NCCC5=NC(=CS5)C6=NC(=CS6)C(=O)NCCC[S+](C)C)O. Cell line: SF-295. Synergy scores: CSS=37.7, Synergy_ZIP=-0.484, Synergy_Bliss=-0.587, Synergy_Loewe=-24.6, Synergy_HSA=0.512. Drug 1: CC1=CC=C(C=C1)C2=CC(=NN2C3=CC=C(C=C3)S(=O)(=O)N)C(F)(F)F.